From a dataset of Retrosynthesis with 50K atom-mapped reactions and 10 reaction types from USPTO. Predict the reactants needed to synthesize the given product. (1) Given the product CSc1nn2c(N)cc(N3CCN(C)CC3)nc2c1S(=O)(=O)c1ccccc1, predict the reactants needed to synthesize it. The reactants are: CN1CCNCC1.CSc1nn2c(N)cc(Cl)nc2c1S(=O)(=O)c1ccccc1. (2) Given the product Cc1c(Br)ccc(C#CCO)c1Cl, predict the reactants needed to synthesize it. The reactants are: C#CCO.Cc1c(Br)ccc(I)c1Cl. (3) Given the product COc1nc2cc(F)ccc2nc1NC(=O)N1CCN(c2ccc(C(C)=O)cc2)CC1, predict the reactants needed to synthesize it. The reactants are: CC(=O)c1ccc(N2CCNCC2)cc1.CCOC(=O)Nc1nc2ccc(F)cc2nc1OC. (4) Given the product O=C(Nc1ccc(Oc2ccc(F)cc2)cc1)[C@H]1C[C@@H](O)CN1C(=O)Cn1cncn1, predict the reactants needed to synthesize it. The reactants are: O=C(Nc1ccc(Oc2ccc(F)cc2)cc1)[C@H]1C[C@@H](O)CN1.O=C(O)Cn1cncn1. (5) Given the product Cn1nc(N)c2c(Cl)ccc(-c3ccc(C#CC(C)(C)O[Si](C)(C)C(C)(C)C)nc3[C@H](Cc3cc(F)cc(F)c3)NC(=O)OC(C)(C)C)c21, predict the reactants needed to synthesize it. The reactants are: CC(C)(C)OC(=O)N[C@@H](Cc1cc(F)cc(F)c1)c1nc(C#CC(C)(C)O[Si](C)(C)C(C)(C)C)ccc1Br.Cn1nc(N)c2c(Cl)ccc(B3OC(C)(C)C(C)(C)O3)c21.